From a dataset of Reaction yield outcomes from USPTO patents with 853,638 reactions. Predict the reaction yield, written as a fraction of the theoretical maximum amount of product (1.0 means a 100% yield; for example, 0.34 means a 34% yield). (1) The reactants are [N:1]1([CH2:7][CH2:8][NH:9][C:10]([C:12]2[CH:17]=[CH:16][C:15]([N:18]3[C:22]([CH2:23][CH2:24][CH3:25])=[C:21]([C:26]([O-])=[O:27])[N:20]=[N:19]3)=[CH:14][CH:13]=2)=[O:11])[CH2:6][CH2:5][O:4][CH2:3][CH2:2]1.[Na+].C1C=C[C:33]2N(O)N=[N:36][C:34]=2[CH:35]=1.C1(N)CC1.CCN=C=NCCCN(C)C. The catalyst is C(#N)C.CN(C=O)C. The product is [CH:34]1([NH:36][C:26]([C:21]2[N:20]=[N:19][N:18]([C:15]3[CH:16]=[CH:17][C:12]([C:10]([NH:9][CH2:8][CH2:7][N:1]4[CH2:6][CH2:5][O:4][CH2:3][CH2:2]4)=[O:11])=[CH:13][CH:14]=3)[C:22]=2[CH2:23][CH2:24][CH3:25])=[O:27])[CH2:35][CH2:33]1. The yield is 0.696. (2) The reactants are [NH2:1][C:2]1[C:7]([OH:8])=[CH:6][C:5]([N+:9]([O-:11])=[O:10])=[CH:4][N:3]=1.CN(C)C=O.C(=O)([O-])[O-].[K+].[K+].Br[CH2:24][CH:25]1[O:27][CH2:26]1. The catalyst is CCOC(C)=O. The product is [N+:9]([C:5]1[CH:4]=[N:3][C:2]2[NH:1][CH:25]([CH2:26][OH:27])[CH2:24][O:8][C:7]=2[CH:6]=1)([O-:11])=[O:10]. The yield is 0.460. (3) The reactants are [C:1]([O:5][C:6](=[O:18])[NH:7][CH2:8][C:9]1[CH:10]=[CH:11][C:12]2[CH:16]=[CH:15][S:14][C:13]=2[CH:17]=1)([CH3:4])([CH3:3])[CH3:2].C(OB(OC(C)C)OC(C)C)(C)C.C(NC(C)C)(C)C.[Li].[Cl:40][C:41]1[N:46]=[C:45](Cl)[CH:44]=[CH:43][N:42]=1.C(=O)([O-])[O-].[Na+].[Na+]. The catalyst is C1COCC1.C1(P(C2C=CC=CC=2)[C-]2C=CC=C2)C=CC=CC=1.[C-]1(P(C2C=CC=CC=2)C2C=CC=CC=2)C=CC=C1.[Fe+2].C([O-])(=O)C.[Pd+2].C([O-])(=O)C.O. The product is [C:1]([O:5][C:6](=[O:18])[NH:7][CH2:8][C:9]1[CH:10]=[CH:11][C:12]2[CH:16]=[C:15]([C:43]3[CH:44]=[CH:45][N:46]=[C:41]([Cl:40])[N:42]=3)[S:14][C:13]=2[CH:17]=1)([CH3:4])([CH3:2])[CH3:3]. The yield is 0.280.